This data is from Full USPTO retrosynthesis dataset with 1.9M reactions from patents (1976-2016). The task is: Predict the reactants needed to synthesize the given product. (1) The reactants are: [CH3:1][C:2]1[C:6]([C:7]([OH:9])=O)=[CH:5][O:4][N:3]=1.S(Cl)(Cl)=O.[F:14][C:15]([F:32])([F:31])[O:16][C:17]1[CH:22]=[CH:21][CH:20]=[CH:19][C:18]=1[C:23]1[C:24]([NH2:30])=[N:25][C:26]([NH2:29])=[CH:27][CH:28]=1.N1C(C)=CC=CC=1C. Given the product [NH2:30][C:24]1[N:25]=[C:26]([NH:29][C:7]([C:6]2[C:2]([CH3:1])=[N:3][O:4][CH:5]=2)=[O:9])[CH:27]=[CH:28][C:23]=1[C:18]1[CH:19]=[CH:20][CH:21]=[CH:22][C:17]=1[O:16][C:15]([F:32])([F:14])[F:31], predict the reactants needed to synthesize it. (2) Given the product [CH2:25]([N:21]1[CH2:20][C:19]2([CH2:30][CH2:31][CH2:32][CH:17]([CH2:16][NH:6][C:5]3[CH:7]=[C:8]([C:11]([F:12])([F:13])[F:14])[CH:9]=[CH:10][C:4]=3[N+:1]([O-:3])=[O:2])[CH2:18]2)[O:23][C:22]1=[O:24])[C:26]([CH3:29])([CH3:28])[CH3:27], predict the reactants needed to synthesize it. The reactants are: [N+:1]([C:4]1[CH:10]=[CH:9][C:8]([C:11]([F:14])([F:13])[F:12])=[CH:7][C:5]=1[NH2:6])([O-:3])=[O:2].Br[CH2:16][CH:17]1[CH2:32][CH2:31][CH2:30][C:19]2([O:23][C:22](=[O:24])[N:21]([CH2:25][C:26]([CH3:29])([CH3:28])[CH3:27])[CH2:20]2)[CH2:18]1.C(=O)([O-])[O-].[Cs+].[Cs+].[Cl-].[NH4+]. (3) Given the product [C:16]([O:31][CH2:1][C:2]1[CH:7]=[CH:6][CH:5]=[CH:4][CH:3]=1)(=[O:30])[CH2:17][CH2:18][CH2:19][CH2:20][CH2:21][CH2:22][CH2:23][CH2:24][CH2:25][CH2:26][CH2:27][CH2:28][CH3:29], predict the reactants needed to synthesize it. The reactants are: [CH2:1](O[CH2:1][C:2]1[CH:7]=[CH:6][CH:5]=[CH:4][CH:3]=1)[C:2]1[CH:7]=[CH:6][CH:5]=[CH:4][CH:3]=1.[C:16]([OH:31])(=[O:30])[CH2:17][CH2:18][CH2:19][CH2:20][CH2:21][CH2:22][CH2:23][CH2:24][CH2:25][CH2:26][CH2:27][CH2:28][CH3:29].OO. (4) Given the product [Br:1][C:2]1[C:11]([F:12])=[CH:10][C:5]2[N:6]=[CH:7][S:8][C:4]=2[CH:3]=1, predict the reactants needed to synthesize it. The reactants are: [Br:1][C:2]1[C:11]([F:12])=[CH:10][C:5]2[N:6]=[C:7](N)[S:8][C:4]=2[CH:3]=1.N(OCCC(C)C)=O.